From a dataset of Ames mutagenicity test results for genotoxicity prediction. Regression/Classification. Given a drug SMILES string, predict its toxicity properties. Task type varies by dataset: regression for continuous values (e.g., LD50, hERG inhibition percentage) or binary classification for toxic/non-toxic outcomes (e.g., AMES mutagenicity, cardiotoxicity, hepatotoxicity). Dataset: ames. (1) The molecule is CN(C(=O)CN(CCO)CC(=O)N(C)C(C)(C)Cc1ccccc1)C(C)(C)Cc1ccccc1. The result is 0 (non-mutagenic). (2) The drug is O=[N+]([O-])c1ccc(Cl)c([N+](=O)[O-])c1. The result is 1 (mutagenic). (3) The drug is O=C1CCC(=O)N1c1cc(Cl)cc(Cl)c1. The result is 0 (non-mutagenic). (4) The drug is CCCCCCCCCC(=O)O. The result is 0 (non-mutagenic). (5) The drug is C1COCCOCCOCCOCCO1. The result is 0 (non-mutagenic).